From a dataset of Peptide-MHC class I binding affinity with 185,985 pairs from IEDB/IMGT. Regression. Given a peptide amino acid sequence and an MHC pseudo amino acid sequence, predict their binding affinity value. This is MHC class I binding data. (1) The peptide sequence is VHREWFMDL. The MHC is HLA-A03:01 with pseudo-sequence HLA-A03:01. The binding affinity (normalized) is 0.0847. (2) The peptide sequence is ATAGWTFGA. The MHC is HLA-A02:03 with pseudo-sequence HLA-A02:03. The binding affinity (normalized) is 0.739. (3) The peptide sequence is CADGTRHTY. The MHC is HLA-B08:01 with pseudo-sequence HLA-B08:01. The binding affinity (normalized) is 0.0847. (4) The peptide sequence is IARIENEMKI. The MHC is HLA-A02:02 with pseudo-sequence HLA-A02:02. The binding affinity (normalized) is 0.0820.